Dataset: Catalyst prediction with 721,799 reactions and 888 catalyst types from USPTO. Task: Predict which catalyst facilitates the given reaction. Reactant: Cl[C:2]1[CH:11]=[CH:10][C:9]2[C:4](=[C:5]([Cl:12])[CH:6]=[CH:7][CH:8]=2)[N:3]=1.[C:13]([O:17][C:18]([N:20]1[CH2:25][CH2:24][CH:23]([NH2:26])[CH2:22][CH2:21]1)=[O:19])([CH3:16])([CH3:15])[CH3:14].O(C(C)(C)C)[K].C1(P(C2C=CC=CC=2)C2C=CC3C(=CC=CC=3)C=2C2C3C(=CC=CC=3)C=CC=2P(C2C=CC=CC=2)C2C=CC=CC=2)C=CC=CC=1. Product: [C:13]([O:17][C:18]([N:20]1[CH2:25][CH2:24][CH:23]([NH:26][C:2]2[CH:11]=[CH:10][C:9]3[C:4](=[C:5]([Cl:12])[CH:6]=[CH:7][CH:8]=3)[N:3]=2)[CH2:22][CH2:21]1)=[O:19])([CH3:16])([CH3:14])[CH3:15]. The catalyst class is: 101.